This data is from Full USPTO retrosynthesis dataset with 1.9M reactions from patents (1976-2016). The task is: Predict the reactants needed to synthesize the given product. (1) Given the product [F:1][C:2]1[CH:7]=[CH:6][C:5]([C:8]2[N:13]=[C:12]3[CH:14]=[C:15]([CH2:18][NH:37][CH2:36][CH2:35][O:34][CH3:33])[N:16]([CH3:17])[C:11]3=[C:10]([C:20]3[CH:25]=[CH:24][C:23]([F:26])=[CH:22][CH:21]=3)[C:9]=2[C:27]2[CH:28]=[CH:29][N:30]=[CH:31][CH:32]=2)=[CH:4][CH:3]=1, predict the reactants needed to synthesize it. The reactants are: [F:1][C:2]1[CH:7]=[CH:6][C:5]([C:8]2[N:13]=[C:12]3[CH:14]=[C:15]([CH:18]=O)[N:16]([CH3:17])[C:11]3=[C:10]([C:20]3[CH:25]=[CH:24][C:23]([F:26])=[CH:22][CH:21]=3)[C:9]=2[C:27]2[CH:32]=[CH:31][N:30]=[CH:29][CH:28]=2)=[CH:4][CH:3]=1.[CH3:33][O:34][CH2:35][CH2:36][NH2:37].[BH-](OC(C)=O)(OC(C)=O)OC(C)=O.[Na+].C([O-])(O)=O.[Na+]. (2) Given the product [NH2:1][C:2]1[CH:7]=[CH:6][N:5]([C@H:8]2[C@H:12]([O:13][Si:22]([CH2:27][CH3:28])([CH2:25][CH3:26])[CH2:23][CH3:24])[C@H:11]([F:14])[C@@:10]([N:17]=[N+:18]=[N-:19])([CH2:15][OH:16])[O:9]2)[C:4](=[O:20])[N:3]=1, predict the reactants needed to synthesize it. The reactants are: [NH2:1][C:2]1[CH:7]=[CH:6][N:5]([C@H:8]2[C@H:12]([OH:13])[C@H:11]([F:14])[C@@:10]([N:17]=[N+:18]=[N-:19])([CH2:15][OH:16])[O:9]2)[C:4](=[O:20])[N:3]=1.Cl[Si:22]([CH2:27][CH3:28])([CH2:25][CH3:26])[CH2:23][CH3:24]. (3) Given the product [NH2:3][C:6]1[CH:23]=[CH:22][C:9]2[CH2:10][CH2:11][N:12]([C:15]([O:17][C:18]([CH3:19])([CH3:21])[CH3:20])=[O:16])[CH2:13][CH2:14][C:8]=2[CH:7]=1, predict the reactants needed to synthesize it. The reactants are: [NH4+].[Cl-].[N+:3]([C:6]1[CH:23]=[CH:22][C:9]2[CH2:10][CH2:11][N:12]([C:15]([O:17][C:18]([CH3:21])([CH3:20])[CH3:19])=[O:16])[CH2:13][CH2:14][C:8]=2[CH:7]=1)([O-])=O.